Dataset: Forward reaction prediction with 1.9M reactions from USPTO patents (1976-2016). Task: Predict the product of the given reaction. (1) Given the reactants Cl[C:2]1[C:11]2[C:6](=[CH:7][CH:8]=[C:9](OC)[CH:10]=2)[N:5]=[CH:4][CH:3]=1.[NH:14]1[CH2:19][CH2:18][NH:17][CH2:16][CH2:15]1.[C:20](O)(=[O:22])C, predict the reaction product. The product is: [CH3:20][O:22][C:4]1[CH:3]=[C:2]([N:14]2[CH2:19][CH2:18][NH:17][CH2:16][CH2:15]2)[C:11]2[C:6](=[CH:7][CH:8]=[CH:9][CH:10]=2)[N:5]=1. (2) Given the reactants [Cl:1][C:2]1[CH:7]=[CH:6][C:5]([C:8]2[CH:13]=[C:12]([CH:14]([F:16])[F:15])[N:11]3[N:17]=[CH:18][C:19]([C:20]([OH:22])=O)=[C:10]3[N:9]=2)=[CH:4][C:3]=1[CH3:23].[S:24]([C:28]1[CH:29]=[C:30]([NH2:34])[CH:31]=[CH:32][CH:33]=1)(=[O:27])(=[O:26])[NH2:25], predict the reaction product. The product is: [S:24]([C:28]1[CH:29]=[C:30]([NH:34][C:20]([C:19]2[CH:18]=[N:17][N:11]3[C:12]([CH:14]([F:16])[F:15])=[CH:13][C:8]([C:5]4[CH:6]=[CH:7][C:2]([Cl:1])=[C:3]([CH3:23])[CH:4]=4)=[N:9][C:10]=23)=[O:22])[CH:31]=[CH:32][CH:33]=1)(=[O:26])(=[O:27])[NH2:25]. (3) Given the reactants CC[C:3]1[CH:4]=[CH:5][CH:6]=[C:7](C)[C:8]=1[N:9]([C:14]([CH2:16][Cl:17])=[O:15])COCC.CCC1C=CC=C(CC)C=1N(C(CCl)=O)COC.CCCCOCN(C(CCl)=O)C1C(CC)=CC=CC=1CC.CC1C(N(C(CCl)=O)C(COC)C)=C(C)SC=1.CC(N(C(CCl)=O)C1C=CC=CC=1)C.CC1C=CC=C(C)C=1N(C(CCl)=O)CN1N=CC=C1.CCC1C(N(C(CCl)=O)C(COC)C)=C(C)C=CC=1.CCCOCCN(C(CCl)=O)C1C(CC)=CC=CC=1CC.CC1C=CC=C(C)C=1N(C(CCl)=O)CC1SC=CC=1OC.CCOCCN(C(C1C=CC=CC=1)=C(C)C)C(CCl)=O, predict the reaction product. The product is: [Cl:17][CH2:16][C:14]([NH:9][C:8]1[CH:7]=[CH:6][CH:5]=[CH:4][CH:3]=1)=[O:15]. (4) Given the reactants [Br:1][C:2]1[CH:7]=[CH:6][C:5]([C:8]2[CH:13]=[CH:12][C:11]([C:14](=O)[CH2:15][CH2:16][C:17]([OH:19])=[O:18])=[CH:10][CH:9]=2)=[CH:4][CH:3]=1.C(=O)([O-])[O-].[K+].[K+].Cl.[NH2:28][OH:29], predict the reaction product. The product is: [Br:1][C:2]1[CH:7]=[CH:6][C:5]([C:8]2[CH:13]=[CH:12][C:11]([C:14](=[N:28][OH:29])[CH2:15][CH2:16][C:17]([OH:19])=[O:18])=[CH:10][CH:9]=2)=[CH:4][CH:3]=1. (5) Given the reactants [N:1]1([CH2:7][C:8]2[CH:9]=[C:10]([CH:13]=[C:14]3[C:22]4[C:17](=[CH:18][CH:19]=[C:20]([CH2:23][N:24]5[C:28](=[O:29])[CH2:27][S:26][C:25]5=[O:30])[CH:21]=4)[NH:16][C:15]3=[O:31])[NH:11][CH:12]=2)[CH2:6][CH2:5][O:4][CH2:3][CH2:2]1.[CH3:32][S:33]([OH:36])(=[O:35])=[O:34], predict the reaction product. The product is: [CH3:32][S:33]([OH:36])(=[O:35])=[O:34].[N:1]1([CH2:7][C:8]2[CH:9]=[C:10]([CH:13]=[C:14]3[C:22]4[C:17](=[CH:18][CH:19]=[C:20]([CH2:23][N:24]5[C:28](=[O:29])[CH2:27][S:26][C:25]5=[O:30])[CH:21]=4)[NH:16][C:15]3=[O:31])[NH:11][CH:12]=2)[CH2:6][CH2:5][O:4][CH2:3][CH2:2]1.